This data is from Forward reaction prediction with 1.9M reactions from USPTO patents (1976-2016). The task is: Predict the product of the given reaction. Given the reactants [C:1]([CH2:3][C:4]1[C:13]2[C:8](=[CH:9][C:10]([O:16][CH2:17][CH2:18][O:19][CH3:20])=[C:11]([O:14][CH3:15])[CH:12]=2)[N:7]=[CH:6][C:5]=1[C:21]#[N:22])#[N:2].[CH3:23][C:24]1[N:25]=[CH:26][NH:27][CH:28]=1, predict the reaction product. The product is: [CH3:15][O:14][C:11]1[C:10]([O:16][CH2:17][CH2:18][O:19][CH3:20])=[CH:9][C:8]2[N:7]=[CH:6][C:5]3[C:4]([C:13]=2[CH:12]=1)=[CH:3][C:1]([N:27]1[CH:28]=[C:24]([CH3:23])[N:25]=[CH:26]1)=[N:2][C:21]=3[NH2:22].